From a dataset of NCI-60 drug combinations with 297,098 pairs across 59 cell lines. Regression. Given two drug SMILES strings and cell line genomic features, predict the synergy score measuring deviation from expected non-interaction effect. (1) Drug 1: CC1C(C(CC(O1)OC2CC(OC(C2O)C)OC3=CC4=CC5=C(C(=O)C(C(C5)C(C(=O)C(C(C)O)O)OC)OC6CC(C(C(O6)C)O)OC7CC(C(C(O7)C)O)OC8CC(C(C(O8)C)O)(C)O)C(=C4C(=C3C)O)O)O)O. Drug 2: C(=O)(N)NO. Cell line: HCC-2998. Synergy scores: CSS=46.8, Synergy_ZIP=3.13, Synergy_Bliss=4.91, Synergy_Loewe=-38.2, Synergy_HSA=1.84. (2) Drug 1: C1=CC=C(C=C1)NC(=O)CCCCCCC(=O)NO. Synergy scores: CSS=27.5, Synergy_ZIP=2.01, Synergy_Bliss=11.2, Synergy_Loewe=-33.3, Synergy_HSA=-0.398. Cell line: K-562. Drug 2: C(CN)CNCCSP(=O)(O)O. (3) Drug 1: CC1=C(C=C(C=C1)C(=O)NC2=CC(=CC(=C2)C(F)(F)F)N3C=C(N=C3)C)NC4=NC=CC(=N4)C5=CN=CC=C5. Drug 2: C1CNP(=O)(OC1)N(CCCl)CCCl. Cell line: MOLT-4. Synergy scores: CSS=-0.0300, Synergy_ZIP=1.26, Synergy_Bliss=1.16, Synergy_Loewe=1.42, Synergy_HSA=-0.982. (4) Drug 1: CC1=C(C(=O)C2=C(C1=O)N3CC4C(C3(C2COC(=O)N)OC)N4)N. Drug 2: N.N.Cl[Pt+2]Cl. Cell line: MCF7. Synergy scores: CSS=30.3, Synergy_ZIP=-12.6, Synergy_Bliss=-5.35, Synergy_Loewe=-0.901, Synergy_HSA=-0.0957. (5) Drug 1: CC1=CC=C(C=C1)C2=CC(=NN2C3=CC=C(C=C3)S(=O)(=O)N)C(F)(F)F. Drug 2: CC1C(C(CC(O1)OC2CC(CC3=C2C(=C4C(=C3O)C(=O)C5=CC=CC=C5C4=O)O)(C(=O)C)O)N)O. Cell line: MCF7. Synergy scores: CSS=42.5, Synergy_ZIP=-5.09, Synergy_Bliss=-3.29, Synergy_Loewe=-11.2, Synergy_HSA=1.88. (6) Drug 1: CC1=C(C=C(C=C1)NC2=NC=CC(=N2)N(C)C3=CC4=NN(C(=C4C=C3)C)C)S(=O)(=O)N.Cl. Drug 2: CC1C(C(CC(O1)OC2CC(CC3=C2C(=C4C(=C3O)C(=O)C5=C(C4=O)C(=CC=C5)OC)O)(C(=O)C)O)N)O.Cl. Cell line: NCIH23. Synergy scores: CSS=21.1, Synergy_ZIP=2.36, Synergy_Bliss=1.30, Synergy_Loewe=-34.2, Synergy_HSA=1.71. (7) Drug 1: CN(CCCl)CCCl.Cl. Drug 2: C1CC(=O)NC(=O)C1N2C(=O)C3=CC=CC=C3C2=O. Cell line: SK-OV-3. Synergy scores: CSS=-3.42, Synergy_ZIP=4.30, Synergy_Bliss=-4.69, Synergy_Loewe=-6.77, Synergy_HSA=-6.07.